Dataset: Forward reaction prediction with 1.9M reactions from USPTO patents (1976-2016). Task: Predict the product of the given reaction. (1) Given the reactants [Cl:1][C:2]1[O:6][C:5]([C:7]([OH:9])=O)=[CH:4][C:3]=1[C:10]1[N:14]([CH3:15])[N:13]=[CH:12][C:11]=1[Cl:16].[NH2:17][C@@H:18]([CH2:31][C:32]1[CH:37]=[CH:36][CH:35]=[CH:34][C:33]=1[C:38]([F:41])([F:40])[F:39])[CH2:19][N:20]1[C:28](=[O:29])[C:27]2[C:22](=[CH:23][CH:24]=[CH:25][CH:26]=2)[C:21]1=[O:30].CCN(C(C)C)C(C)C.F[P-](F)(F)(F)(F)F.Br[P+](N1CCCC1)(N1CCCC1)N1CCCC1, predict the reaction product. The product is: [Cl:1][C:2]1[O:6][C:5]([C:7]([NH:17][C@@H:18]([CH2:31][C:32]2[CH:37]=[CH:36][CH:35]=[CH:34][C:33]=2[C:38]([F:41])([F:39])[F:40])[CH2:19][N:20]2[C:28](=[O:29])[C:27]3[C:22](=[CH:23][CH:24]=[CH:25][CH:26]=3)[C:21]2=[O:30])=[O:9])=[CH:4][C:3]=1[C:10]1[N:14]([CH3:15])[N:13]=[CH:12][C:11]=1[Cl:16]. (2) The product is: [CH:20]1([NH:25][C:5]2[S:6][C:7]([C:15]3[CH:19]=[CH:18][NH:17][N:16]=3)=[C:8]3[CH2:13][CH2:12][CH2:11][C:10](=[O:14])[C:9]=23)[CH2:24][CH2:23][CH2:22][CH2:21]1. Given the reactants CS([C:5]1[S:6][C:7]([C:15]2[CH:19]=[CH:18][NH:17][N:16]=2)=[C:8]2[CH2:13][CH2:12][CH2:11][C:10](=[O:14])[C:9]=12)(=O)=O.[CH:20]1([NH2:25])[CH2:24][CH2:23][CH2:22][CH2:21]1, predict the reaction product. (3) Given the reactants [NH:1]1[C:5]2[CH:6]=[CH:7][C:8]([NH2:10])=[CH:9][C:4]=2[N:3]=[CH:2]1.[S:11]1[CH2:16][CH2:15][N:14]([C:17]2[CH:24]=[CH:23][C:20]([CH:21]=O)=[CH:19][CH:18]=2)[CH2:13][CH2:12]1.C([O:27][C:28]([CH2:30][C:31](O)=[O:32])=O)C.C(=O)(OC)OC(C)(C)C[N+]#[C-].CC(C)([O-])C.[Na+], predict the reaction product. The product is: [NH:1]1[C:5]2[CH:6]=[CH:7][C:8]([N:10]3[CH:21]([C:20]4[CH:23]=[CH:24][C:17]([N:14]5[CH2:15][CH2:16][S:11][CH2:12][CH2:13]5)=[CH:18][CH:19]=4)[C:28](=[O:27])[CH2:30][C:31]3=[O:32])=[CH:9][C:4]=2[N:3]=[CH:2]1. (4) The product is: [C:39]([C:36]1[CH:35]=[CH:34][C:33]([C@@H:32]2[NH:28][C:29](=[O:44])[C@@H:30]([CH2:41][CH:42]=[CH2:43])[CH2:31]2)=[CH:38][C:37]=1[CH3:2])#[N:40]. Given the reactants F[C:2](F)(F)S(OC1C=CC(C2NC(=O)CC2)=CC=1)(=O)=O.C(OC([N:28]1[C@@H:32]([C:33]2[CH:38]=[CH:37][C:36]([C:39]#[N:40])=[CH:35][CH:34]=2)[CH2:31][C@H:30]([CH2:41][CH:42]=[CH2:43])[C:29]1=[O:44])=O)(C)(C)C, predict the reaction product. (5) The product is: [C:27]1([CH:24]([C:18]2[CH:19]=[CH:20][CH:21]=[CH:22][CH:23]=2)[CH2:25][NH:26][C:2]2[C:11]3[C:6](=[CH:7][CH:8]=[CH:9][CH:10]=3)[N:5]=[C:4]([C:12]3[CH:13]=[N:14][CH:15]=[CH:16][CH:17]=3)[N:3]=2)[CH:28]=[CH:29][CH:30]=[CH:31][CH:32]=1. Given the reactants Cl[C:2]1[C:11]2[C:6](=[CH:7][CH:8]=[CH:9][CH:10]=2)[N:5]=[C:4]([C:12]2[CH:13]=[N:14][CH:15]=[CH:16][CH:17]=2)[N:3]=1.[C:18]1([CH:24]([C:27]2[CH:32]=[CH:31][CH:30]=[CH:29][CH:28]=2)[CH2:25][NH2:26])[CH:23]=[CH:22][CH:21]=[CH:20][CH:19]=1.C(N(CC)C(C)C)(C)C.[NH4+].[OH-], predict the reaction product. (6) Given the reactants [CH3:1][S:2]([O:5][C:6]1[C:21](=[O:22])[N:10]2[CH2:11][C@@H:12]([O:19][CH3:20])[CH2:13][CH2:14][C@@H:15]([NH:16][CH2:17][CH3:18])[C:9]2=[N:8][C:7]=1[C:23]([NH:25][CH2:26][C:27]1[CH:32]=[CH:31][C:30]([F:33])=[CH:29][CH:28]=1)=[O:24])(=[O:4])=[O:3].[CH3:34][N:35]([CH3:41])[C:36](=[O:40])[C:37](O)=[O:38].C(Cl)CCl.C1C=NC2N(O)N=NC=2C=1.CS(Cl)(=O)=O, predict the reaction product. The product is: [CH3:1][S:2]([O:5][C:6]1[C:21](=[O:22])[N:10]2[CH2:11][C@@H:12]([O:19][CH3:20])[CH2:13][CH2:14][C@@H:15]([N:16]([C:37](=[O:38])[C:36]([N:35]([CH3:41])[CH3:34])=[O:40])[CH2:17][CH3:18])[C:9]2=[N:8][C:7]=1[C:23]([NH:25][CH2:26][C:27]1[CH:32]=[CH:31][C:30]([F:33])=[CH:29][CH:28]=1)=[O:24])(=[O:3])=[O:4].